Task: Regression/Classification. Given an antibody's heavy chain and light chain sequences, predict its developability. TAP uses regression for 5 developability metrics; SAbDab uses binary classification.. Dataset: Antibody developability classification from SAbDab with 2,409 antibodies (1) The antibody is ['QVQLVQSGAEVKKPGASVKVSCKASGYTFTSYWMHWVRQAPGQGLEWMGNIYPGSGGTNYAEKFKNRVTMTRDTSISTAYMELSRLRSDDTAVYYCARSGGPYFFDYWGQGTLVTVSS', 'DIVMTQSPLSLPVTPGEPASISCRSSQNIVHNNGITYLEWYLQKPGQSPQLLIYKVSDRFSGVPDRFSGSGSGTDFTLKISRVEAEDVGVYYCFQGSHIPPTFGQGTKVEIK']. Result: 0 (not developable). (2) The antibody is ['QVQLVESGGGLVQPGGSLRLSCAASGFTVSSNYMSWVRQAPGKGLEWVSVIYSGGSTYYADSVKGRFTISRDNSKNTLYLQMNSLRAEDTAVYYCAREGPGDSIDYWGKGTLVTVSS', 'QSVLTQPPSVSGAPGQRVSISCTGRSSNIGAGYDVHWYQQLPGKAPKLLIYGNTNRPSGVPVRFSGSKSGTSASLAITGLQAEDEADYYCQSYDSSLSGSVFGGGTKLTVL']. Result: 0 (not developable). (3) The antibody is ['QVQLQESGAEVKKPGSSVRVSCKASGGTFDSYSIHWVRQAPGQGLEWMGGIIPAFGTLSSAQDFQARVTISADKSTSTAYMELSGLRSEDTAVYYCARGSHLYDFWSASHPPNDALAIWGQGTLVTVSS', 'QSVVTQPPSVSAAPGQKVTISCSGSNSDIGNNYVSWYQQLPGTAPKLLIYDNNKRPSGIPDRFSGSKSGTSATLAITGLQAGDEADYYCGTWDISLSAGLFGGGTKVTVL']. Result: 0 (not developable). (4) The antibody is ['2atk', 'PROT_7E7F8549']. Result: 0 (not developable).